Dataset: Forward reaction prediction with 1.9M reactions from USPTO patents (1976-2016). Task: Predict the product of the given reaction. Given the reactants Cl[C:2]1[C:3]2[N:18]([CH3:19])[N:17]=[C:16]([CH2:20][CH2:21][CH3:22])[C:4]=2[N:5]=[C:6]([CH2:8][O:9][CH2:10][C:11]([O:13][CH2:14][CH3:15])=[O:12])[N:7]=1.[Cl:23][C:24]1[CH:25]=[C:26]([CH:29]=[CH:30][C:31]=1[O:32][CH3:33])[CH2:27][NH2:28].C(=O)([O-])[O-].[K+].[K+], predict the reaction product. The product is: [Cl:23][C:24]1[CH:25]=[C:26]([CH:29]=[CH:30][C:31]=1[O:32][CH3:33])[CH2:27][NH:28][C:2]1[C:3]2[N:18]([CH3:19])[N:17]=[C:16]([CH2:20][CH2:21][CH3:22])[C:4]=2[N:5]=[C:6]([CH2:8][O:9][CH2:10][C:11]([O:13][CH2:14][CH3:15])=[O:12])[N:7]=1.